Dataset: Forward reaction prediction with 1.9M reactions from USPTO patents (1976-2016). Task: Predict the product of the given reaction. (1) Given the reactants [CH:1]1([N:6]2[C:11]3=[N:12][C:13](S(C)=O)=[N:14][CH:15]=[C:10]3[CH2:9][N:8]([C:19]3[C:24]([F:25])=[C:23]([O:26][CH3:27])[CH:22]=[C:21]([O:28][CH3:29])[C:20]=3[F:30])[C:7]2=[O:31])[CH2:5][CH2:4][CH2:3][CH2:2]1.[NH2:32][CH:33]([CH2:36][OH:37])[CH2:34][OH:35], predict the reaction product. The product is: [CH:1]1([N:6]2[C:11]3=[N:12][C:13]([NH:32][CH:33]([CH2:36][OH:37])[CH2:34][OH:35])=[N:14][CH:15]=[C:10]3[CH2:9][N:8]([C:19]3[C:24]([F:25])=[C:23]([O:26][CH3:27])[CH:22]=[C:21]([O:28][CH3:29])[C:20]=3[F:30])[C:7]2=[O:31])[CH2:5][CH2:4][CH2:3][CH2:2]1. (2) Given the reactants [CH2:1]([N:8]([S:25]([C:28]1[CH:33]=[CH:32][C:31]([O:34][CH3:35])=[CH:30][CH:29]=1)(=[O:27])=[O:26])[C:9]1[C:14]([C:15]([O:17]CC)=[O:16])=[CH:13][N:12]=[C:11]2[N:20]([CH3:24])[N:21]=[C:22]([CH3:23])[C:10]=12)[C:2]1[CH:7]=[CH:6][CH:5]=[CH:4][CH:3]=1.[OH-].[Na+], predict the reaction product. The product is: [CH2:1]([N:8]([S:25]([C:28]1[CH:29]=[CH:30][C:31]([O:34][CH3:35])=[CH:32][CH:33]=1)(=[O:27])=[O:26])[C:9]1[C:14]([C:15]([OH:17])=[O:16])=[CH:13][N:12]=[C:11]2[N:20]([CH3:24])[N:21]=[C:22]([CH3:23])[C:10]=12)[C:2]1[CH:3]=[CH:4][CH:5]=[CH:6][CH:7]=1. (3) The product is: [ClH:1].[ClH:20].[NH2:24][C:6]1[CH:5]=[C:4]([Cl:9])[C:3]([C:10]2[S:11][C:56]3[C:55]([NH:52][C:53]4[N:43]=[CH:41][N:40]=[C:58]([CH2:57][OH:60])[CH:54]=4)=[N:14][CH:15]=[C:16]([F:19])[C:17]=3[N:18]=2)=[C:2]([Cl:1])[CH:7]=1. Given the reactants [Cl:1][C:2]1[CH:7]=[C:6](I)[CH:5]=[C:4]([Cl:9])[C:3]=1[C:10]1[S:11]C2C=[N:14][CH:15]=[C:16]([F:19])[C:17]=2[N:18]=1.[Cl:20]C1C=C(I)C=C(Cl)C=1C(Cl)=[N:24]C1C(F)=CN=CC=1F.[NH2:40][C:41]([NH2:43])=S.N1C=CC=CC=1.CC[N:52]([CH2:55][CH3:56])[CH2:53][CH3:54].[CH:57]([OH:60])(C)[CH3:58], predict the reaction product. (4) Given the reactants Cl[C:2]1[C:11]2=[N:12][N:13](CC3C=CC(OC)=CC=3)[CH:14]=[C:10]2[C:9]2[CH:8]=[C:7]([O:24][CH3:25])[CH:6]=[CH:5][C:4]=2[N:3]=1.[N:26]1([C:32]2[CH:38]=[CH:37][C:35]([NH2:36])=[CH:34][CH:33]=2)[CH2:31][CH2:30][CH2:29][CH2:28][CH2:27]1.Cl, predict the reaction product. The product is: [CH3:25][O:24][C:7]1[CH:6]=[CH:5][C:4]2[N:3]=[C:2]([NH:36][C:35]3[CH:34]=[CH:33][C:32]([N:26]4[CH2:31][CH2:30][CH2:29][CH2:28][CH2:27]4)=[CH:38][CH:37]=3)[C:11]3=[N:12][NH:13][CH:14]=[C:10]3[C:9]=2[CH:8]=1. (5) Given the reactants [C:1]([Cl:6])(=[O:5])[C:2](Cl)=[O:3].[F:7][C:8]1[CH:13]=[CH:12][CH:11]=[CH:10][C:9]=1[C:14]1[CH:18]=C(C(O)=O)O[N:15]=1, predict the reaction product. The product is: [F:7][C:8]1[CH:13]=[CH:12][CH:11]=[CH:10][C:9]=1[C:14]1[CH:18]=[C:2]([C:1]([Cl:6])=[O:5])[O:3][N:15]=1. (6) Given the reactants C[O:2][C:3]([C:5]1[C:10]([NH:11][C:12]([C:14]2[C:22]3[C:17](=[CH:18][CH:19]=[CH:20][CH:21]=3)[N:16]([CH3:23])[N:15]=2)=[O:13])=[CH:9][CH:8]=[C:7]([O:24][CH3:25])[N:6]=1)=O.[CH:26]1([CH2:30][NH2:31])[CH2:29][CH2:28][CH2:27]1, predict the reaction product. The product is: [CH:26]1([CH2:30][NH:31][C:3]([C:5]2[C:10]([NH:11][C:12]([C:14]3[C:22]4[C:17](=[CH:18][CH:19]=[CH:20][CH:21]=4)[N:16]([CH3:23])[N:15]=3)=[O:13])=[CH:9][CH:8]=[C:7]([O:24][CH3:25])[N:6]=2)=[O:2])[CH2:29][CH2:28][CH2:27]1. (7) Given the reactants [Cl:1][C:2]1[N:3]=[C:4]([N:9]2[CH2:13][CH2:12][CH2:11][CH2:10]2)[S:5][C:6]=1[CH:7]=O.[CH:14]([NH:17][C:18]([C@@H:20]1[C@H:25]([NH:26][C:27]2[C:32]([Cl:33])=[CH:31][N:30]=[C:29]([NH2:34])[C:28]=2[NH2:35])[C@@H:24]2[CH2:36][C@H:21]1[CH:22]=[CH:23]2)=[O:19])([CH3:16])[CH3:15].C([O-])(=O)C.[NH4+], predict the reaction product. The product is: [CH:14]([NH:17][C:18]([C@@H:20]1[C@H:25]([NH:26][C:27]2[C:32]([Cl:33])=[CH:31][N:30]=[C:29]3[NH:34][C:7]([C:6]4[S:5][C:4]([N:9]5[CH2:13][CH2:12][CH2:11][CH2:10]5)=[N:3][C:2]=4[Cl:1])=[N:35][C:28]=23)[C@@H:24]2[CH2:36][C@H:21]1[CH:22]=[CH:23]2)=[O:19])([CH3:16])[CH3:15]. (8) Given the reactants [C:1]([Li])([CH3:4])([CH3:3])[CH3:2].[CH3:6][C:7]1[N:8]([C:14]([C:27]2[CH:32]=[CH:31][CH:30]=[CH:29][CH:28]=2)([C:21]2[CH:26]=[CH:25][CH:24]=[CH:23][CH:22]=2)[C:15]2[CH:20]=[CH:19][CH:18]=[CH:17][CH:16]=2)[CH:9]=[C:10]([CH:12]=[O:13])[N:11]=1, predict the reaction product. The product is: [CH3:2][C:1]([CH3:4])([CH3:3])[CH:12]([C:10]1[N:11]=[C:7]([CH3:6])[N:8]([C:14]([C:15]2[CH:20]=[CH:19][CH:18]=[CH:17][CH:16]=2)([C:27]2[CH:32]=[CH:31][CH:30]=[CH:29][CH:28]=2)[C:21]2[CH:22]=[CH:23][CH:24]=[CH:25][CH:26]=2)[CH:9]=1)[OH:13]. (9) Given the reactants C(N(CC)CC)C.FC(F)(F)S(O[C:14]1[CH:19]=[CH:18][C:17](=[O:20])[N:16]([CH:21]([CH3:23])[CH3:22])[N:15]=1)(=O)=O.[C:26]([Si:28]([CH3:31])([CH3:30])[CH3:29])#[CH:27].O, predict the reaction product. The product is: [CH:21]([N:16]1[C:17](=[O:20])[CH:18]=[CH:19][C:14]([C:27]#[C:26][Si:28]([CH3:31])([CH3:30])[CH3:29])=[N:15]1)([CH3:23])[CH3:22]. (10) Given the reactants [Cl:1][C:2]1[CH:10]=[C:9]2[C:5]([CH:6]=[CH:7][NH:8]2)=[CH:4][C:3]=1[C:11]([O:13][CH3:14])=[O:12].[Cl-].C([Al+]CC)C.[C:21](Cl)(=[O:23])[CH3:22], predict the reaction product. The product is: [C:21]([C:6]1[C:5]2[C:9](=[CH:10][C:2]([Cl:1])=[C:3]([C:11]([O:13][CH3:14])=[O:12])[CH:4]=2)[NH:8][CH:7]=1)(=[O:23])[CH3:22].